From a dataset of Full USPTO retrosynthesis dataset with 1.9M reactions from patents (1976-2016). Predict the reactants needed to synthesize the given product. (1) Given the product [C:1]([OH:14])(=[O:13])[CH2:2][CH2:3][CH2:4][CH2:5][CH2:6][CH2:7][CH2:8][CH2:9][CH2:10][CH2:11][CH3:12].[CH3:15][CH2:16][CH2:17][CH2:18][CH2:19][CH2:20][CH2:21][CH2:22][CH2:23][CH2:24][CH2:25][CH2:26][CH2:27][CH2:28][O:29][C:30]1[O:34][C:33]([C:35]([OH:37])=[O:36])=[CH:32][CH:31]=1.[C:38]([O-:41])(=[O:40])[CH3:39], predict the reactants needed to synthesize it. The reactants are: [C:1]([OH:14])(=[O:13])[CH2:2][CH2:3][CH2:4][CH2:5][CH2:6][CH2:7][CH2:8][CH2:9][CH2:10][CH2:11][CH3:12].[CH3:15][CH2:16][CH2:17][CH2:18][CH2:19][CH2:20][CH2:21][CH2:22][CH2:23][CH2:24][CH2:25][CH2:26][CH2:27][CH2:28][O:29][C:30]1[O:34][C:33]([C:35]([OH:37])=[O:36])=[CH:32][CH:31]=1.[C:38]([OH:41])(=[O:40])[CH3:39]. (2) Given the product [Cl:1][C:2]1[CH:3]=[C:4]([NH:5][C:11]2[N:16]=[C:15]([Cl:17])[C:14]([C:18]([F:20])([F:21])[F:19])=[CH:13][N:12]=2)[CH:6]=[CH:7][C:8]=1[Cl:9], predict the reactants needed to synthesize it. The reactants are: [Cl:1][C:2]1[CH:3]=[C:4]([CH:6]=[CH:7][C:8]=1[Cl:9])[NH2:5].Cl[C:11]1[N:16]=[C:15]([Cl:17])[C:14]([C:18]([F:21])([F:20])[F:19])=[CH:13][N:12]=1.C(=O)([O-])[O-].[K+].[K+].